This data is from Forward reaction prediction with 1.9M reactions from USPTO patents (1976-2016). The task is: Predict the product of the given reaction. (1) Given the reactants CC([O-])(C)C.[K+].[C:7]([NH2:13])(=[O:12])[CH2:8][C:9](C)=O.[C:14]1([N:20]=C=S)[CH:19]=[CH:18][CH:17]=[CH:16][CH:15]=1.Cl.CC1C=CC([S:31]([N-:34][N+:35]#N)(=O)=O)=CC=1, predict the reaction product. The product is: [C:14]1([NH:20][C:9]2[S:31][N:34]=[N:35][C:8]=2[C:7]([NH2:13])=[O:12])[CH:19]=[CH:18][CH:17]=[CH:16][CH:15]=1. (2) The product is: [CH:18]1([N:9]2[C:10]3[CH:15]=[CH:14][N:13]=[C:12]([O:16][CH3:17])[C:11]=3[C:7]([NH:25][C:26]3[CH:31]=[CH:30][CH:29]=[CH:28][CH:27]=3)=[N:8]2)[CH2:22][CH2:21][CH2:20][CH2:19]1. Given the reactants FC(F)(F)S(O[C:7]1[C:11]2[C:12]([O:16][CH3:17])=[N:13][CH:14]=[CH:15][C:10]=2[N:9]([CH:18]2[CH2:22][CH2:21][CH2:20][CH2:19]2)[N:8]=1)(=O)=O.[NH2:25][C:26]1[CH:31]=[CH:30][CH:29]=[CH:28][CH:27]=1.CC(C)([O-])C.[Na+], predict the reaction product.